This data is from Full USPTO retrosynthesis dataset with 1.9M reactions from patents (1976-2016). The task is: Predict the reactants needed to synthesize the given product. (1) Given the product [C:1]([C:5]1[CH:6]=[CH:7][C:8]([C:11]2[CH:16]=[CH:15][CH:14]=[C:13]([C:17]3[NH:18][C:19]4[CH:29]=[CH:28][C:27]5[C:22](=[C:23]([OH:33])[CH:24]=[C:25]([C:30]([NH:42][C@@H:41]([CH2:43][C:44]6[CH:49]=[CH:48][CH:47]=[CH:46][CH:45]=6)[C:40]([OH:50])=[O:39])=[O:31])[CH:26]=5)[C:20]=4[N:21]=3)[CH:12]=2)=[CH:9][CH:10]=1)([CH3:4])([CH3:2])[CH3:3], predict the reactants needed to synthesize it. The reactants are: [C:1]([C:5]1[CH:10]=[CH:9][C:8]([C:11]2[CH:16]=[CH:15][CH:14]=[C:13]([C:17]3[NH:18][C:19]4[CH:29]=[CH:28][C:27]5[C:22](=[C:23]([OH:33])[CH:24]=[C:25]([C:30](O)=[O:31])[CH:26]=5)[C:20]=4[N:21]=3)[CH:12]=2)=[CH:7][CH:6]=1)([CH3:4])([CH3:3])[CH3:2].Cl.C([O:39][C:40](=[O:50])[C@H:41]([CH2:43][C:44]1[CH:49]=[CH:48][CH:47]=[CH:46][CH:45]=1)[NH2:42])(C)(C)C.Cl.C(N=C=NCCCN(C)C)C.C(N(CC)CC)C. (2) Given the product [CH3:5][C:6]1([CH3:23])[NH:7][C:14](=[O:41])[C:13]2[S:12][C:11]([N:7]3[C:6]4[CH:23]=[C:2]([C:28]5[CH:29]=[N:24][CH:25]=[N:26][CH:27]=5)[CH:3]=[CH:4][C:5]=4[O:10][CH2:9][CH2:8]3)=[N:19][C:18]=2[CH2:17]1, predict the reactants needed to synthesize it. The reactants are: Br[C:2]1[CH:3]=[CH:4][C:5]2[O:10][CH2:9][CH2:8][N:7]([C:11]3[S:12][C:13]4[CH2:14]C(C)(C)N[C:17](=O)[C:18]=4[N:19]=3)[C:6]=2[CH:23]=1.[N:24]1[CH:29]=[C:28](B(O)O)[CH:27]=[N:26][CH:25]=1.[O-]P([O-])([O-])=O.[K+].[K+].[K+].[OH2:41].